This data is from Catalyst prediction with 721,799 reactions and 888 catalyst types from USPTO. The task is: Predict which catalyst facilitates the given reaction. (1) Reactant: [Br:1][C:2]1[C:10]2[C:9](Cl)=[N:8][CH:7]=[N:6][C:5]=2[S:4][C:3]=1[C:12]1[O:13][C:14]([Cl:17])=[CH:15][CH:16]=1.[OH:18][C@H:19]([CH2:25][C:26]1[CH:31]=[CH:30][CH:29]=[CH:28][C:27]=1[O:32][CH2:33][C@@H:34]1[CH2:38][CH2:37][CH2:36][O:35]1)[C:20]([O:22][CH2:23][CH3:24])=[O:21].C([O-])([O-])=O.[Cs+].[Cs+].Cl. Product: [Br:1][C:2]1[C:10]2[C:9]([O:18][C@H:19]([CH2:25][C:26]3[CH:31]=[CH:30][CH:29]=[CH:28][C:27]=3[O:32][CH2:33][C@@H:34]3[CH2:38][CH2:37][CH2:36][O:35]3)[C:20]([O:22][CH2:23][CH3:24])=[O:21])=[N:8][CH:7]=[N:6][C:5]=2[S:4][C:3]=1[C:12]1[O:13][C:14]([Cl:17])=[CH:15][CH:16]=1. The catalyst class is: 878. (2) Reactant: [C:1]([O:4][C@@H:5]([CH3:9])[C:6](Cl)=[O:7])(=[O:3])[CH3:2].[NH2:10][C:11]1[N:15]([CH:16]2[CH2:21][CH2:20][O:19][CH2:18][CH2:17]2)[N:14]=[CH:13][C:12]=1[C:22]([NH2:24])=[O:23]. Product: [C:1]([O:4][C@@H:5]([CH3:9])[C:6]([NH:10][C:11]1[N:15]([CH:16]2[CH2:21][CH2:20][O:19][CH2:18][CH2:17]2)[N:14]=[CH:13][C:12]=1[C:22](=[O:23])[NH2:24])=[O:7])(=[O:3])[CH3:2]. The catalyst class is: 12. (3) Reactant: [NH2:1][C:2]1[CH:3]=[C:4]([NH:8][S:9]([C:12]2[CH:17]=[CH:16][CH:15]=[C:14]([N+:18]([O-:20])=[O:19])[CH:13]=2)(=[O:11])=[O:10])[CH:5]=[CH:6][CH:7]=1.[Cl:21][C:22]1[N:27]=[C:26](Cl)[C:25]([Cl:29])=[CH:24][N:23]=1.C(=O)([O-])[O-].[K+].[K+]. Product: [Cl:21][C:22]1[N:27]=[C:26]([NH:1][C:2]2[CH:3]=[C:4]([NH:8][S:9]([C:12]3[CH:17]=[CH:16][CH:15]=[C:14]([N+:18]([O-:20])=[O:19])[CH:13]=3)(=[O:10])=[O:11])[CH:5]=[CH:6][CH:7]=2)[C:25]([Cl:29])=[CH:24][N:23]=1. The catalyst class is: 3. (4) Reactant: [NH2:1][CH:2]1[C:8]2=[N:9][C:10]([C:14]3[CH:19]=[CH:18][N:17]=[CH:16][N:15]=3)=[CH:11][C:12](=[O:13])[N:7]2[CH2:6][CH2:5][O:4][CH2:3]1.[N:20]1[CH:25]=[CH:24][CH:23]=[CH:22][C:21]=1[CH:26]=O.C(O[BH-](OC(=O)C)OC(=O)C)(=O)C.[Na+].C(O)(=O)C. Product: [N:20]1[CH:25]=[CH:24][CH:23]=[CH:22][C:21]=1[CH2:26][NH:1][CH:2]1[C:8]2=[N:9][C:10]([C:14]3[CH:19]=[CH:18][N:17]=[CH:16][N:15]=3)=[CH:11][C:12](=[O:13])[N:7]2[CH2:6][CH2:5][O:4][CH2:3]1. The catalyst class is: 4.